From a dataset of Peptide-MHC class II binding affinity with 134,281 pairs from IEDB. Regression. Given a peptide amino acid sequence and an MHC pseudo amino acid sequence, predict their binding affinity value. This is MHC class II binding data. The peptide sequence is HFLLRGPFEASWAIK. The MHC is DRB3_0101 with pseudo-sequence DRB3_0101. The binding affinity (normalized) is 0.201.